This data is from Full USPTO retrosynthesis dataset with 1.9M reactions from patents (1976-2016). The task is: Predict the reactants needed to synthesize the given product. (1) Given the product [C:11]1([CH3:16])[CH:10]=[CH:9][C:14]([O:15][C@@H:4]([CH3:8])[C:5]([OH:7])=[O:6])=[CH:13][CH:12]=1, predict the reactants needed to synthesize it. The reactants are: [H-].[Na+].Br[C@@H:4]([CH3:8])[C:5]([OH:7])=[O:6].[CH:9]1[C:14]([OH:15])=[CH:13][CH:12]=[C:11]([CH3:16])[CH:10]=1.C1([O-])C=CC=CC=1.BrC(C)C([O-])=O. (2) Given the product [CH3:13][O:5][C:4](=[O:6])[C:3]1[CH:7]=[C:8]([F:12])[C:9]([F:11])=[CH:10][C:2]=1[F:1], predict the reactants needed to synthesize it. The reactants are: [F:1][C:2]1[CH:10]=[C:9]([F:11])[C:8]([F:12])=[CH:7][C:3]=1[C:4]([OH:6])=[O:5].[C:13](O)(=O)C. (3) The reactants are: S(=O)(=O)(O)O.N[C:7]1[CH:8]=[C:9]([CH:13]=[CH:14][C:15]=1[Cl:16])[C:10]([OH:12])=[O:11].N([O-])=O.[Na+].[Cu](C#N)[C:22]#[N:23].[C-]#N.[K+].C(=O)([O-])[O-].[K+].[K+]. Given the product [Cl:16][C:15]1[CH:14]=[CH:13][C:9]([C:10]([OH:12])=[O:11])=[CH:8][C:7]=1[C:22]#[N:23], predict the reactants needed to synthesize it. (4) Given the product [ClH:29].[ClH:40].[CH2:1]([N:8]([C:9]1[N:14]=[C:13]2[NH:15][CH:16]=[C:17]([C:18]3[NH:22][N:21]=[CH:20][C:19]=3[C:23]3[CH:28]=[CH:27][CH:26]=[C:25]([Cl:29])[CH:24]=3)[C:12]2=[CH:11][CH:10]=1)[CH2:30][CH2:31][OH:32])[C:2]1[CH:7]=[CH:6][CH:5]=[CH:4][CH:3]=1, predict the reactants needed to synthesize it. The reactants are: [CH2:1]([N:8]([CH2:30][CH2:31][O:32][Si](C(C)(C)C)(C)C)[C:9]1[N:14]=[C:13]2[NH:15][CH:16]=[C:17]([C:18]3[NH:22][N:21]=[CH:20][C:19]=3[C:23]3[CH:28]=[CH:27][CH:26]=[C:25]([Cl:29])[CH:24]=3)[C:12]2=[CH:11][CH:10]=1)[C:2]1[CH:7]=[CH:6][CH:5]=[CH:4][CH:3]=1.[ClH:40].O1CCOCC1.